This data is from Catalyst prediction with 721,799 reactions and 888 catalyst types from USPTO. The task is: Predict which catalyst facilitates the given reaction. (1) Product: [N:5]1[CH:6]=[CH:7][CH:8]=[CH:9][C:4]=1[CH2:3][CH2:2][NH:1][CH2:11][C:12]([NH:14][C:15]1[CH:24]=[CH:23][C:18]([C:19]([O:21][CH3:22])=[O:20])=[CH:17][CH:16]=1)=[O:13]. Reactant: [NH2:1][CH2:2][CH2:3][C:4]1[CH:9]=[CH:8][CH:7]=[CH:6][N:5]=1.Br[CH2:11][C:12]([NH:14][C:15]1[CH:24]=[CH:23][C:18]([C:19]([O:21][CH3:22])=[O:20])=[CH:17][CH:16]=1)=[O:13]. The catalyst class is: 3. (2) Reactant: FC(F)(F)[C:3]([C:5]1[C:13]2[C:8](=[CH:9][C:10]([N+:14]([O-:16])=[O:15])=[CH:11][CH:12]=2)[N:7]([CH3:17])[CH:6]=1)=[O:4].[OH-:20].[Na+]. Product: [CH3:17][N:7]1[C:8]2[C:13](=[CH:12][CH:11]=[C:10]([N+:14]([O-:16])=[O:15])[CH:9]=2)[C:5]([C:3]([OH:4])=[O:20])=[CH:6]1. The catalyst class is: 6. (3) Reactant: [H-].[Na+].Cl[CH2:4][CH2:5][S:6](Cl)(=[O:8])=[O:7].[CH:10]1([O:16][C:17]2[N:22]=[CH:21][C:20]([C:23]3[C:24]([NH2:29])=[N:25][CH:26]=[CH:27][N:28]=3)=[CH:19][CH:18]=2)[CH2:15][CH2:14][CH2:13][CH2:12][CH2:11]1. Product: [CH:10]1([O:16][C:17]2[N:22]=[CH:21][C:20]([C:23]3[C:24]4=[N:29][S:6](=[O:8])(=[O:7])[CH2:5][CH2:4][N:25]4[CH:26]=[CH:27][N:28]=3)=[CH:19][CH:18]=2)[CH2:11][CH2:12][CH2:13][CH2:14][CH2:15]1. The catalyst class is: 1. (4) Reactant: [O:1]1[C:10]2[C:5](=[N:6][CH:7]=[CH:8][CH:9]=2)[O:4][C@@H:3]([C:11]2[CH:24]=[CH:23][C:14]([CH2:15][N:16]3[CH2:21][CH2:20][CH:19]([NH2:22])[CH2:18][CH2:17]3)=[CH:13][CH:12]=2)[CH2:2]1.C(O[C:30]([N:32](C)[C@H:33]([CH3:37])[C:34](O)=[O:35])=O)(C)(C)C.CN(C(ON1N=NC2C=CC=CC1=2)=[N+](C)C)C.[B-](F)(F)(F)F. Product: [O:1]1[C:10]2[C:5](=[N:6][CH:7]=[CH:8][CH:9]=2)[O:4][C@@H:3]([C:11]2[CH:12]=[CH:13][C:14]([CH2:15][N:16]3[CH2:17][CH2:18][CH:19]([NH:22][C:34](=[O:35])[C@H:33]([NH:32][CH3:30])[CH3:37])[CH2:20][CH2:21]3)=[CH:23][CH:24]=2)[CH2:2]1. The catalyst class is: 31.